Dataset: Full USPTO retrosynthesis dataset with 1.9M reactions from patents (1976-2016). Task: Predict the reactants needed to synthesize the given product. (1) Given the product [F:1][C:2]1[CH:7]=[C:6]([N+:8]([O-:10])=[O:9])[CH:5]=[C:4]([F:11])[C:3]=1[CH2:12][C:13]([O:15][CH3:21])=[O:14], predict the reactants needed to synthesize it. The reactants are: [F:1][C:2]1[CH:7]=[C:6]([N+:8]([O-:10])=[O:9])[CH:5]=[C:4]([F:11])[C:3]=1[CH2:12][C:13]([OH:15])=[O:14].S(=O)(=O)(O)O.[C:21](=O)([O-])O.[Na+].C(OCC)(=O)C. (2) Given the product [OH:14][C@@H:15]([C@H:17]1[C:37](=[O:38])[N:19]2[C:20]([C:34]([O:36][CH2:10][O:9][C:8]([N:7]([CH:1]3[CH2:6][CH2:5][CH2:4][CH2:3][CH2:2]3)[CH3:13])=[O:12])=[O:35])=[C:21]([S:24]/[CH:25]=[CH:26]\[C:27]3[S:31][CH:30]=[N:29][C:28]=3[CH2:32][OH:33])[C@H:22]([CH3:23])[C@H:18]12)[CH3:16], predict the reactants needed to synthesize it. The reactants are: [CH:1]1([N:7]([CH3:13])[C:8](=[O:12])[O:9][CH2:10]Cl)[CH2:6][CH2:5][CH2:4][CH2:3][CH2:2]1.[OH:14][C@@H:15]([C@H:17]1[C:37](=[O:38])[N:19]2[C:20]([C:34]([O-:36])=[O:35])=[C:21]([S:24]/[CH:25]=[CH:26]\[C:27]3[S:31][CH:30]=[N:29][C:28]=3[CH2:32][OH:33])[C@H:22]([CH3:23])[C@H:18]12)[CH3:16].[Na+]. (3) Given the product [Br:20][CH2:16][C:8]1[CH:7]=[CH:6][C:5]([O:4][C:3]([F:17])([F:18])[CH:2]([Cl:1])[F:19])=[CH:15][C:9]=1[C:10]([O:12][CH2:13][CH3:14])=[O:11], predict the reactants needed to synthesize it. The reactants are: [Cl:1][CH:2]([F:19])[C:3]([F:18])([F:17])[O:4][C:5]1[CH:6]=[CH:7][C:8]([CH3:16])=[C:9]([CH:15]=1)[C:10]([O:12][CH2:13][CH3:14])=[O:11].[Br:20]N1C(=O)CCC1=O.C(OOC(=O)C1C=CC=CC=1)(=O)C1C=CC=CC=1. (4) Given the product [NH:1]([C:27]([O:29][C:49]([CH3:52])([CH3:51])[CH3:50])=[O:28])[C@H:2]([C:24]([OH:26])=[O:25])[CH2:3][O:4][C:5]([C:12]1[CH:13]=[CH:14][CH:15]=[CH:16][CH:17]=1)([C:18]1[CH:19]=[CH:20][CH:21]=[CH:22][CH:23]=1)[C:6]1[CH:7]=[CH:8][CH:9]=[CH:10][CH:11]=1, predict the reactants needed to synthesize it. The reactants are: [NH:1]([C:27]([O:29]CC1C2C(=CC=CC=2)C2C1=CC=CC=2)=[O:28])[C@H:2]([C:24]([OH:26])=[O:25])[CH2:3][O:4][C:5]([C:18]1[CH:23]=[CH:22][CH:21]=[CH:20][CH:19]=1)([C:12]1[CH:17]=[CH:16][CH:15]=[CH:14][CH:13]=1)[C:6]1[CH:11]=[CH:10][CH:9]=[CH:8][CH:7]=1.[OH-].[Na+].C(OC(O[C:49]([CH3:52])([CH3:51])[CH3:50])=O)(O[C:49]([CH3:52])([CH3:51])[CH3:50])=O.C(O)(C)(C)C. (5) Given the product [CH:3]1([OH:12])[CH2:4][CH2:11][CH2:10][CH2:9][CH2:8][CH2:5][CH2:6]1.[C:3]1(=[O:12])[CH2:4][CH2:11][CH2:10][CH2:9][CH2:8][CH2:5][CH2:6]1, predict the reactants needed to synthesize it. The reactants are: ON1[C:6](=O)[C:5]2=[CH:8][CH:9]=[CH:10][CH:11]=[C:4]2[C:3]1=[O:12].[O-]O.C1(C(C)C)C=CC=CC=1.C1CCCCCCC1.O=O. (6) Given the product [C:15]([O:14][C:12]([N:19]1[CH2:24][CH2:23][C:22]2([CH2:9][C:8](=[O:10])[C:5]3[C:4](=[CH:3][C:2]([Br:1])=[CH:7][CH:6]=3)[O:11]2)[CH2:21][CH2:20]1)=[O:13])([CH3:18])([CH3:16])[CH3:17], predict the reactants needed to synthesize it. The reactants are: [Br:1][C:2]1[CH:7]=[CH:6][C:5]([C:8](=[O:10])[CH3:9])=[C:4]([OH:11])[CH:3]=1.[C:12]([N:19]1[CH2:24][CH2:23][C:22](=O)[CH2:21][CH2:20]1)([O:14][C:15]([CH3:18])([CH3:17])[CH3:16])=[O:13].COC(=O)/C=C/C1C=C2C(=CC=1)OC1(CCNCC1)CC2=O. (7) Given the product [CH3:1][Si:2]([CH3:16])([CH3:15])[CH2:3][CH2:4][O:5][C:6]([N:8]1[CH2:13][CH2:12][CH:11]([NH2:20])[CH2:10][CH2:9]1)=[O:7], predict the reactants needed to synthesize it. The reactants are: [CH3:1][Si:2]([CH3:16])([CH3:15])[CH2:3][CH2:4][O:5][C:6]([N:8]1[CH2:13][CH2:12][C:11](=O)[CH2:10][CH2:9]1)=[O:7].C([O-])=O.[NH4+:20]. (8) Given the product [Cl:15][C:10]1[C:9]([O:16][CH3:17])=[C:8]([O:18][CH3:19])[CH:7]=[C:6]2[C:11]=1[C:12](=[O:13])[NH:14][C:2](=[O:1])[NH:5]2, predict the reactants needed to synthesize it. The reactants are: [O-:1][C:2]#N.[Na+].[NH2:5][C:6]1[C:11]([C:12]([NH2:14])=[O:13])=[C:10]([Cl:15])[C:9]([O:16][CH3:17])=[C:8]([O:18][CH3:19])[CH:7]=1.